Dataset: Catalyst prediction with 721,799 reactions and 888 catalyst types from USPTO. Task: Predict which catalyst facilitates the given reaction. (1) Reactant: [O:1]1[CH2:5][CH2:4][CH:3]=[C:2]1[C:6]1[CH:15]=[CH:14][CH:13]=[C:12]2[C:7]=1[CH2:8][CH2:9][N:10]1[C:20](=[O:21])[CH2:19][N:18]=[C:17]([N:22]3[CH:26]=[C:25]([CH2:27][CH3:28])[N:24]=[CH:23]3)[CH:16]=[C:11]12. Product: [CH2:27]([C:25]1[N:24]=[CH:23][N:22]([C:17]2[CH:16]=[C:11]3[C:12]4[C:7]([CH2:8][CH2:9][N:10]3[C:20](=[O:21])[CH2:19][N:18]=2)=[C:6]([CH:2]2[CH2:3][CH2:4][CH2:5][O:1]2)[CH:15]=[CH:14][CH:13]=4)[CH:26]=1)[CH3:28]. The catalyst class is: 446. (2) Reactant: CC(C)([O-])C.[K+].[NH:7]1[CH:11]=[CH:10][N:9]=[CH:8]1.[Br:12][C:13]1[CH:18]=[CH:17][C:16]([C:19]([F:22])([F:21])[F:20])=[CH:15][C:14]=1F. Product: [Br:12][C:13]1[CH:14]=[CH:15][C:16]([C:19]([F:20])([F:21])[F:22])=[CH:17][C:18]=1[N:7]1[CH:11]=[CH:10][N:9]=[CH:8]1. The catalyst class is: 85. (3) The catalyst class is: 172. Product: [CH2:1]([O:3][CH:4]([O:6][CH:7]1[CH2:19][CH2:18][CH:17]([CH3:20])[CH:16]([O:21][C:62]2[CH:67]=[CH:66][C:65]([N+:68]([O-:70])=[O:69])=[CH:64][CH:63]=2)[CH:15]=[CH:14][CH:13]([CH3:22])[CH:12](/[C:23](/[CH3:50])=[CH:24]/[CH:25]=[CH:26]/[C:27]([O:44][CH:45]([O:47][CH2:48][CH3:49])[CH3:46])([CH3:43])[CH2:28][CH:29]2[O:42][CH:30]2[CH:31]([CH3:41])[CH:32]([O:35][CH:36]([O:38][CH2:39][CH3:40])[CH3:37])[CH2:33][CH3:34])[O:11][C:9](=[O:10])[CH:8]1[C:71]([OH:74])=[O:73])[CH3:5])[CH3:2]. Reactant: [CH2:1]([O:3][CH:4]([O:6][CH:7]1[CH2:19][CH2:18][CH:17]([CH3:20])[CH:16]([OH:21])[CH:15]=[CH:14][CH:13]([CH3:22])[CH:12](/[C:23](/[CH3:50])=[CH:24]/[CH:25]=[CH:26]/[C:27]([O:44][CH:45]([O:47][CH2:48][CH3:49])[CH3:46])([CH3:43])[CH2:28][CH:29]2[O:42][CH:30]2[CH:31]([CH3:41])[CH:32]([O:35][CH:36]([O:38][CH2:39][CH3:40])[CH3:37])[CH2:33][CH3:34])[O:11][C:9](=[O:10])[CH2:8]1)[CH3:5])[CH3:2].C(N(CC)CC)C.ClC(O[C:62]1[CH:67]=[CH:66][C:65]([N+:68]([O-:70])=[O:69])=[CH:64][CH:63]=1)=O.[C:71]([O:74]CC)(=[O:73])C. (4) Reactant: [CH:1]([N-:4][CH:5]=[CH:6][N-:7][CH:8]([CH3:10])[CH3:9])([CH3:3])[CH3:2].[Li+].[Li+].[Cl:13][SiH:14](Cl)Cl. Product: [Cl:13][SiH:14]1[N:7]([CH:8]([CH3:10])[CH3:9])[CH:6]=[CH:5][N:4]1[CH:1]([CH3:3])[CH3:2]. The catalyst class is: 81.